From a dataset of Catalyst prediction with 721,799 reactions and 888 catalyst types from USPTO. Predict which catalyst facilitates the given reaction. (1) Reactant: [NH2:1][C:2]1[CH:7]=[C:6]([O:8][CH3:9])[CH:5]=[C:4]([Br:10])[C:3]=1[OH:11].C(N=C=N)C.[OH:17]N1C2C=CC=CC=2N=N1.CN(C1C=CC=CN=1)C.CO[C:38]1[CH:43]=[C:42]([CH2:44][NH:45]CCCNCCCCNCCCN)C=C[C:39]=1[OH:59].O=C1CCNC1C(O)=O. Product: [Br:10][C:4]1[C:3]([OH:11])=[C:2]([NH:1][C:39]([CH:38]2[CH2:43][CH2:42][C:44](=[O:17])[NH:45]2)=[O:59])[CH:7]=[C:6]([O:8][CH3:9])[CH:5]=1. The catalyst class is: 2. (2) Reactant: [CH2:1]([O:8][C:9]([N:11]1[CH2:16][C@H:15]([O:17][CH2:18][C:19]2[CH:20]=[CH:21][C:22]3[O:27][CH2:26][CH2:25][N:24]([CH2:28][CH2:29][CH2:30][O:31][CH3:32])[C:23]=3[CH:33]=2)[C@@H:14]([C:34]2[CH:39]=[CH:38][C:37]([O:40][CH3:41])=[CH:36][CH:35]=2)[CH2:13][C@H:12]1[CH2:42][C:43](O)=[O:44])=[O:10])[C:2]1[CH:7]=[CH:6][CH:5]=[CH:4][CH:3]=1.O1CCCC1.B. Product: [CH2:1]([O:8][C:9]([N:11]1[CH2:16][C@H:15]([O:17][CH2:18][C:19]2[CH:20]=[CH:21][C:22]3[O:27][CH2:26][CH2:25][N:24]([CH2:28][CH2:29][CH2:30][O:31][CH3:32])[C:23]=3[CH:33]=2)[C@@H:14]([C:34]2[CH:39]=[CH:38][C:37]([O:40][CH3:41])=[CH:36][CH:35]=2)[CH2:13][C@H:12]1[CH2:42][CH2:43][OH:44])=[O:10])[C:2]1[CH:7]=[CH:6][CH:5]=[CH:4][CH:3]=1. The catalyst class is: 7. (3) Reactant: Br[C:2]1[CH:7]=[C:6]([Br:8])[CH:5]=[C:4]([Br:9])[CH:3]=1.C([Li])CCC.CN(C)[C:17](=[O:19])[CH3:18]. Product: [CH3:18][C:17]([C:2]1[CH:7]=[C:6]([Br:8])[CH:5]=[C:4]([Br:9])[CH:3]=1)=[O:19]. The catalyst class is: 28. (4) Reactant: [NH2:1][C@@:2]([C:14]1[CH:19]=[C:18]([C:20]2[CH:21]=[N:22][CH:23]=[N:24][CH:25]=2)[C:17]([F:26])=[CH:16][C:15]=1[F:27])([CH3:13])[CH2:3][C@H:4]([C:6]1[N:7]=[C:8]([CH3:12])[O:9][C:10]=1[CH3:11])[OH:5].[C:28]([N:36]=[C:37]=[S:38])(=[O:35])[C:29]1[CH:34]=[CH:33][CH:32]=[CH:31][CH:30]=1. Product: [F:27][C:15]1[CH:16]=[C:17]([F:26])[C:18]([C:20]2[CH:25]=[N:24][CH:23]=[N:22][CH:21]=2)=[CH:19][C:14]=1[C@@:2]([NH:1][C:37]([NH:36][C:28](=[O:35])[C:29]1[CH:30]=[CH:31][CH:32]=[CH:33][CH:34]=1)=[S:38])([CH2:3][C@H:4]([C:6]1[N:7]=[C:8]([CH3:12])[O:9][C:10]=1[CH3:11])[OH:5])[CH3:13]. The catalyst class is: 2. (5) Reactant: [F:1][C:2]([F:24])([F:23])[C:3](=O)[CH2:4][C:5]([C:7]1[S:8][C:9]([C:12]2[CH:17]=[CH:16][CH:15]=[C:14]([S:18]([CH3:21])(=[O:20])=[O:19])[CH:13]=2)=[CH:10][CH:11]=1)=O.[NH2:25][NH2:26]. Product: [CH3:21][S:18]([C:14]1[CH:13]=[C:12]([C:9]2[S:8][C:7]([C:5]3[CH:4]=[C:3]([C:2]([F:24])([F:23])[F:1])[NH:26][N:25]=3)=[CH:11][CH:10]=2)[CH:17]=[CH:16][CH:15]=1)(=[O:20])=[O:19]. The catalyst class is: 11.